This data is from NCI-60 drug combinations with 297,098 pairs across 59 cell lines. The task is: Regression. Given two drug SMILES strings and cell line genomic features, predict the synergy score measuring deviation from expected non-interaction effect. Drug 1: C1=CN(C(=O)N=C1N)C2C(C(C(O2)CO)O)O.Cl. Drug 2: CCC(=C(C1=CC=CC=C1)C2=CC=C(C=C2)OCCN(C)C)C3=CC=CC=C3.C(C(=O)O)C(CC(=O)O)(C(=O)O)O. Cell line: SR. Synergy scores: CSS=76.0, Synergy_ZIP=1.69, Synergy_Bliss=2.50, Synergy_Loewe=-30.9, Synergy_HSA=0.325.